Dataset: Full USPTO retrosynthesis dataset with 1.9M reactions from patents (1976-2016). Task: Predict the reactants needed to synthesize the given product. (1) The reactants are: Cl.[NH2:2][C:3]1[CH:4]=[C:5]([NH:9][C:10](=[O:20])[C:11]2[CH:16]=[CH:15][CH:14]=[C:13]([N+:17]([O-:19])=[O:18])[CH:12]=2)[CH:6]=[CH:7][CH:8]=1.[Cl:21][C:22]1[N:27]=[C:26](Cl)[C:25]([Cl:29])=[CH:24][N:23]=1.C(=O)([O-])[O-].[K+].[K+]. Given the product [Cl:21][C:22]1[N:27]=[C:26]([NH:2][C:3]2[CH:4]=[C:5]([NH:9][C:10](=[O:20])[C:11]3[CH:16]=[CH:15][CH:14]=[C:13]([N+:17]([O-:19])=[O:18])[CH:12]=3)[CH:6]=[CH:7][CH:8]=2)[C:25]([Cl:29])=[CH:24][N:23]=1, predict the reactants needed to synthesize it. (2) Given the product [S:1]1[C:5]2[CH:6]=[CH:7][CH:8]=[CH:9][C:4]=2[CH:3]=[C:2]1[CH:10]([C:18]1[CH:23]=[CH:22][CH:21]=[CH:20][C:19]=1[S:24][CH3:25])[NH2:11], predict the reactants needed to synthesize it. The reactants are: [S:1]1[C:5]2[CH:6]=[CH:7][CH:8]=[CH:9][C:4]=2[CH:3]=[C:2]1[CH:10]([C:18]1[CH:23]=[CH:22][CH:21]=[CH:20][C:19]=1[S:24][CH3:25])[NH:11]S(C(C)(C)C)=O.Cl. (3) Given the product [C:1]([O:5][C:6]([C@H:8]1[CH2:10][C@H:9]1[CH:11]([CH2:18][CH2:29][N+:26]([O-:28])=[O:27])[CH2:12][C:13]([O:15][CH2:16][CH3:17])=[O:14])=[O:7])([CH3:4])([CH3:3])[CH3:2], predict the reactants needed to synthesize it. The reactants are: [C:1]([O:5][C:6]([C@H:8]1[CH2:10][C@H:9]1[CH:11]=[CH:12][C:13]([O:15][CH2:16][CH3:17])=[O:14])=[O:7])([CH3:4])([CH3:3])[CH3:2].[CH3:18]N(C)C(=N)N(C)C.[N+:26]([CH3:29])([O-:28])=[O:27]. (4) Given the product [CH3:11][NH:12][CH2:2][CH2:3][O:4][C:5]1[CH:6]=[N:7][CH:8]=[CH:9][CH:10]=1, predict the reactants needed to synthesize it. The reactants are: Cl[CH2:2][CH2:3][O:4][C:5]1[CH:6]=[N:7][CH:8]=[CH:9][CH:10]=1.[CH3:11][NH2:12]. (5) Given the product [F:20][C@H:4]1[C@@H:3]([CH2:2][NH:1][C:22]2[N:27]=[CH:26][CH:25]=[CH:24][N:23]=2)[CH2:8][CH2:7][N:6]([C:9]([O:11][CH2:12][C:13]2[CH:14]=[CH:15][C:16]([CH3:19])=[CH:17][CH:18]=2)=[O:10])[CH2:5]1, predict the reactants needed to synthesize it. The reactants are: [NH2:1][CH2:2][C@H:3]1[CH2:8][CH2:7][N:6]([C:9]([O:11][CH2:12][C:13]2[CH:18]=[CH:17][C:16]([CH3:19])=[CH:15][CH:14]=2)=[O:10])[CH2:5][C@H:4]1[F:20].Cl[C:22]1[N:27]=[CH:26][CH:25]=[CH:24][N:23]=1.C([O-])(O)=O.[Na+]. (6) Given the product [CH:1]1([C:4]2[CH:9]=[CH:8][C:7]([CH:10]3[N:14]([CH2:15][CH2:16][C:17]4[CH:22]=[CH:21][C:20]([O:23][CH3:24])=[CH:19][CH:18]=4)[C:13](=[O:25])[C:12]4([CH2:26][CH2:27][N:28]([C:40]([O:42][CH2:43][CH3:44])=[O:41])[CH2:29][CH2:30]4)[N:11]3[CH3:31])=[CH:6][CH:5]=2)[CH2:3][CH2:2]1, predict the reactants needed to synthesize it. The reactants are: [CH:1]1([C:4]2[CH:9]=[CH:8][C:7]([CH:10]3[N:14]([CH2:15][CH2:16][C:17]4[CH:22]=[CH:21][C:20]([O:23][CH3:24])=[CH:19][CH:18]=4)[C:13](=[O:25])[C:12]4([CH2:30][CH2:29][NH:28][CH2:27][CH2:26]4)[N:11]3[CH3:31])=[CH:6][CH:5]=2)[CH2:3][CH2:2]1.C(N(CC)CC)C.Cl[C:40]([O:42][CH2:43][CH3:44])=[O:41]. (7) Given the product [Br:3][C:4]1[CH:5]=[C:6]([OH:10])[CH:7]=[CH:8][C:9]=1[CH:11]=[O:1], predict the reactants needed to synthesize it. The reactants are: [OH-:1].[K+].[Br:3][C:4]1[CH:5]=[C:6]([OH:10])[CH:7]=[CH:8][CH:9]=1.[CH:11](Cl)(Cl)Cl. (8) Given the product [CH3:1][O:2][C:3]1[CH:4]=[C:5]2[C:10](=[CH:11][C:12]=1[O:13][CH3:14])[N:9]=[CH:8][CH:7]=[C:6]2[O:15][C:16]1[CH:22]=[CH:21][C:19]([NH:20][C:32]([C:29]2[CH:30]=[CH:31][N:27]([CH2:24][CH2:25][CH3:26])[N:28]=2)=[O:33])=[CH:18][C:17]=1[F:23], predict the reactants needed to synthesize it. The reactants are: [CH3:1][O:2][C:3]1[CH:4]=[C:5]2[C:10](=[CH:11][C:12]=1[O:13][CH3:14])[N:9]=[CH:8][CH:7]=[C:6]2[O:15][C:16]1[CH:22]=[CH:21][C:19]([NH2:20])=[CH:18][C:17]=1[F:23].[CH2:24]([N:27]1[CH:31]=[CH:30][C:29]([C:32](O)=[O:33])=[N:28]1)[CH2:25][CH3:26].